Predict the product of the given reaction. From a dataset of Forward reaction prediction with 1.9M reactions from USPTO patents (1976-2016). (1) Given the reactants Cl[C:2]1[C:3]2[C:4]3[C:5](=[CH:13][N:14]([C@@H:16]4[O:22][C@H:21]([CH2:23][O:24][Si](C(C)(C)C)(C)C)[C@@H:19]([OH:20])[C@@:17]4([CH3:32])[OH:18])[N:15]=2)[CH:6]=[CH:7][C:8]=3[C:9](=[O:12])[NH:10][N:11]=1.[CH3:33][NH2:34], predict the reaction product. The product is: [CH3:32][C@@:17]1([OH:18])[C@H:19]([OH:20])[C@@H:21]([CH2:23][OH:24])[O:22][C@H:16]1[N:14]1[CH:13]=[C:5]2[CH:6]=[CH:7][C:8]3[C:9](=[O:12])[NH:10][N:11]=[C:2]([NH:34][CH3:33])[C:3]([C:4]=32)=[N:15]1. (2) Given the reactants [C:1]([N:8]1[CH2:13][CH2:12][NH:11][CH2:10][CH2:9]1)([O:3][C:4]([CH3:7])([CH3:6])[CH3:5])=[O:2].[C:14](=[O:16])=[O:15].C(=O)([O-])O.C([N+](CCCC)(CCCC)CCCC)CCC.[F:38][C:39]1[CH:46]=[CH:45][CH:44]=[CH:43][C:40]=1[CH2:41]Cl, predict the reaction product. The product is: [F:38][C:39]1[CH:46]=[CH:45][CH:44]=[CH:43][C:40]=1[CH2:41][O:15][C:14]([N:11]1[CH2:10][CH2:9][N:8]([C:1]([O:3][C:4]([CH3:7])([CH3:6])[CH3:5])=[O:2])[CH2:13][CH2:12]1)=[O:16]. (3) Given the reactants ClC1N=C(C(OC)=O)C([N+]([O-])=O)=[C:4]([NH:15][C:16]2[CH:21]=[CH:20][CH:19]=[CH:18][CH:17]=2)N=1.Cl[C:23]1[N:28]=[C:27]([C:29]([O:31]C)=O)[C:26]([N+:33]([O-])=O)=[C:25](Cl)[N:24]=1.[NH2:37][C:38]1C=[CH:42][CH:41]=[CH:40][CH:39]=1.C([N:47](C(C)C)CC)(C)C, predict the reaction product. The product is: [C:16]1([N:15]2[CH:4]=[N:33][C:26]3[C:25]2=[N:24][C:23]([C:41]2[CH:42]=[N:37][CH:38]=[CH:39][CH:40]=2)=[N:28][C:27]=3[C:29]([NH2:47])=[O:31])[CH:17]=[CH:18][CH:19]=[CH:20][CH:21]=1. (4) Given the reactants Br[C:2]1[CH:3]=[CH:4][C:5]2[O:9][C:8](=[O:10])[N:7]([CH2:11][C:12]([N:14]([CH3:21])[C:15]3[CH:20]=[CH:19][CH:18]=[CH:17][CH:16]=3)=[O:13])[C:6]=2[CH:22]=1.C([Sn](CCCC)(CCCC)[C:28]1[S:32][CH:31]=[N:30][CH:29]=1)CCC.C(=O)([O-])O.[Na+].C(OCC)(=O)C, predict the reaction product. The product is: [CH3:21][N:14]([C:15]1[CH:20]=[CH:19][CH:18]=[CH:17][CH:16]=1)[C:12](=[O:13])[CH2:11][N:7]1[C:6]2[CH:22]=[C:2]([C:28]3[S:32][CH:31]=[N:30][CH:29]=3)[CH:3]=[CH:4][C:5]=2[O:9][C:8]1=[O:10].